Dataset: Forward reaction prediction with 1.9M reactions from USPTO patents (1976-2016). Task: Predict the product of the given reaction. (1) Given the reactants [OH:1][C@H:2]1[CH2:6][N:5]([S:7]([C:10]2[CH:19]=[CH:18][C:17]3[C:12](=[CH:13][CH:14]=[CH:15][CH:16]=3)[CH:11]=2)(=[O:9])=[O:8])[C@H:4]([C:20]([OH:22])=[O:21])[CH2:3]1.Cl.[CH3:24]O, predict the reaction product. The product is: [CH3:24][O:21][C:20]([C@@H:4]1[CH2:3][C@@H:2]([OH:1])[CH2:6][N:5]1[S:7]([C:10]1[CH:19]=[CH:18][C:17]2[C:12](=[CH:13][CH:14]=[CH:15][CH:16]=2)[CH:11]=1)(=[O:8])=[O:9])=[O:22]. (2) Given the reactants [OH:1][CH2:2][CH2:3][CH2:4][CH2:5][C:6]1[C:14]2[C:9](=[CH:10][CH:11]=[C:12]([C:15]#[N:16])[CH:13]=2)[NH:8][CH:7]=1.C(N(CC)CC)C.CS(C)=O, predict the reaction product. The product is: [O:1]=[CH:2][CH2:3][CH2:4][CH2:5][C:6]1[C:14]2[C:9](=[CH:10][CH:11]=[C:12]([C:15]#[N:16])[CH:13]=2)[NH:8][CH:7]=1. (3) Given the reactants [CH3:1][C:2]1[CH:7]=[CH:6][N:5]=[C:4]([NH2:8])[CH:3]=1.[CH:9]1([CH:12]=O)[CH2:11][CH2:10]1.C(O[BH-](OC(=O)C)OC(=O)C)(=O)C.[Na+].[OH-].[Na+], predict the reaction product. The product is: [CH:9]1([CH2:12][NH:8][C:4]2[CH:3]=[C:2]([CH3:1])[CH:7]=[CH:6][N:5]=2)[CH2:11][CH2:10]1. (4) Given the reactants [Cl:1][C:2]1[CH:3]=[C:4](B(O)O)[CH:5]=[CH:6][C:7]=1[CH3:8].[Cl:12][C:13]1[N:18]=[C:17](Cl)[N:16]=[C:15]([O:20][CH3:21])[N:14]=1.C(=O)([O-])[O-].[Na+].[Na+].O, predict the reaction product. The product is: [Cl:12][C:13]1[N:18]=[C:17]([C:4]2[CH:5]=[CH:6][C:7]([CH3:8])=[C:2]([Cl:1])[CH:3]=2)[N:16]=[C:15]([O:20][CH3:21])[N:14]=1. (5) Given the reactants Cl([O-])=O.[Na+].[Br:5][C:6]1[N:7]=[C:8](NC(=O)OC(C)(C)C)[S:9][C:10]=1[CH:11]=[O:12].[CH2:21]([OH:25])C(C)C.P([O-])(O)(O)=[O:27].[Na+].[CH3:32][C:33](=[CH:35]C)[CH3:34].[OH2:37], predict the reaction product. The product is: [Br:5][C:6]1[N:7]=[C:8]([C:21]([O:25][C:33]([CH3:35])([CH3:34])[CH3:32])=[O:27])[S:9][C:10]=1[C:11]([OH:12])=[O:37]. (6) The product is: [Br:2][C:3]1[CH:4]=[CH:5][C:6]([F:13])=[C:7]2[C:12]=1[CH2:11][N:10]([C:23]([C@@H:21]1[CH2:22][C@H:20]1[C:14]1[CH:19]=[CH:18][CH:17]=[CH:16][CH:15]=1)=[O:24])[CH2:9][CH2:8]2. Given the reactants Cl.[Br:2][C:3]1[CH:4]=[CH:5][C:6]([F:13])=[C:7]2[C:12]=1[CH2:11][NH:10][CH2:9][CH2:8]2.[C:14]1([C@@H:20]2[CH2:22][C@H:21]2[C:23](O)=[O:24])[CH:19]=[CH:18][CH:17]=[CH:16][CH:15]=1.Cl.CN(C)CCCN=C=NCC, predict the reaction product. (7) Given the reactants [CH3:1][O:2][C@H:3]1[C@@H:8]([NH:9][C:10](=[O:19])[O:11][CH2:12][C:13]2[CH:18]=[CH:17][CH:16]=[CH:15][CH:14]=2)[CH2:7][CH2:6][NH:5][CH2:4]1.Br[C:21]1[CH:22]=[C:23]([CH:28]=[CH:29][C:30]=1[F:31])[C:24]([O:26][CH3:27])=[O:25].C1C=CC(P(C2C(C3C(P(C4C=CC=CC=4)C4C=CC=CC=4)=CC=C4C=3C=CC=C4)=C3C(C=CC=C3)=CC=2)C2C=CC=CC=2)=CC=1.C(=O)([O-])[O-].[Cs+].[Cs+], predict the reaction product. The product is: [CH2:12]([O:11][C:10]([NH:9][C@H:8]1[CH2:7][CH2:6][N:5]([C:21]2[CH:22]=[C:23]([CH:28]=[CH:29][C:30]=2[F:31])[C:24]([O:26][CH3:27])=[O:25])[CH2:4][C@H:3]1[O:2][CH3:1])=[O:19])[C:13]1[CH:18]=[CH:17][CH:16]=[CH:15][CH:14]=1. (8) Given the reactants [CH3:1][C:2]1[C:8]([N:9]2[CH2:14][CH2:13][O:12][CH2:11][CH2:10]2)=[CH:7][CH:6]=[C:5]([CH3:15])[C:3]=1[NH2:4].[F:16][B-](F)(F)F.F[N+]1C(C)=CC(C)=CC=1C.C(=O)(O)[O-].[Na+], predict the reaction product. The product is: [F:16][C:7]1[CH:6]=[C:5]([CH3:15])[C:3]([NH2:4])=[C:2]([CH3:1])[C:8]=1[N:9]1[CH2:14][CH2:13][O:12][CH2:11][CH2:10]1. (9) Given the reactants [CH2:1]([O:7][C:8]1[C:9]([NH:21][C:22]2[CH:32]=[CH:31][C:25]([C:26]([O:28][CH2:29][CH3:30])=[O:27])=[CH:24][CH:23]=2)=[CH:10][C:11]2[C:12]([CH3:20])=[CH:13][CH2:14][C:15]([CH3:19])([CH3:18])[C:16]=2[CH:17]=1)[CH2:2][CH2:3][CH2:4][CH2:5][CH3:6].[CH:33](=O)[CH2:34][CH3:35], predict the reaction product. The product is: [CH2:1]([O:7][C:8]1[C:9]([N:21]([CH2:33][CH2:34][CH3:35])[C:22]2[CH:23]=[CH:24][C:25]([C:26]([O:28][CH2:29][CH3:30])=[O:27])=[CH:31][CH:32]=2)=[CH:10][C:11]2[C:12]([CH3:20])=[CH:13][CH2:14][C:15]([CH3:19])([CH3:18])[C:16]=2[CH:17]=1)[CH2:2][CH2:3][CH2:4][CH2:5][CH3:6].